Dataset: Catalyst prediction with 721,799 reactions and 888 catalyst types from USPTO. Task: Predict which catalyst facilitates the given reaction. (1) Reactant: [CH:1]1([CH2:6][CH:7]([C:11]2[CH:16]=[CH:15][C:14]([S:17]([N:20]3[CH2:25][CH2:24][N:23]([CH3:26])[CH2:22][CH2:21]3)(=[O:19])=[O:18])=[CH:13][CH:12]=2)[C:8]([OH:10])=O)[CH2:5][CH2:4][CH2:3][CH2:2]1.C1C=C2N=NN(O)C2=CC=1.O.CCN=C=NCCCN(C)C.Cl.[CH3:50][O:51][C:52]1[N:57]=[C:56]2[S:58][C:59]([NH2:61])=[N:60][C:55]2=[CH:54][CH:53]=1. Product: [CH:1]1([CH2:6][CH:7]([C:11]2[CH:16]=[CH:15][C:14]([S:17]([N:20]3[CH2:25][CH2:24][N:23]([CH3:26])[CH2:22][CH2:21]3)(=[O:19])=[O:18])=[CH:13][CH:12]=2)[C:8]([NH:61][C:59]2[S:58][C:56]3[C:55]([N:60]=2)=[CH:54][CH:53]=[C:52]([O:51][CH3:50])[N:57]=3)=[O:10])[CH2:2][CH2:3][CH2:4][CH2:5]1. The catalyst class is: 606. (2) Reactant: [CH3:1][S:2]([OH:5])(=[O:4])=[O:3].[S:6]1[C:10]2[CH:11]=[CH:12][CH:13]=[CH:14][C:9]=2[C:8]([N:15]2[CH2:20][CH2:19][N:18]([CH2:21][CH2:22][C:23]3[CH:24]=[C:25]4[C:30](=[C:31]([CH3:34])[C:32]=3[F:33])[NH:29][C:28](=[O:35])[CH2:27][C:26]4([CH3:37])[CH3:36])[CH2:17][CH2:16]2)=[N:7]1. Product: [CH3:1][S:2]([OH:5])(=[O:4])=[O:3].[S:6]1[C:10]2[CH:11]=[CH:12][CH:13]=[CH:14][C:9]=2[C:8]([N:15]2[CH2:16][CH2:17][N:18]([CH2:21][CH2:22][C:23]3[CH:24]=[C:25]4[C:30](=[C:31]([CH3:34])[C:32]=3[F:33])[NH:29][C:28](=[O:35])[CH2:27][C:26]4([CH3:37])[CH3:36])[CH2:19][CH2:20]2)=[N:7]1. The catalyst class is: 1. (3) Product: [CH3:1][O:2][C:3]([C:5]1[C:6]([CH2:13][Br:14])=[N:7][C:8]([Cl:12])=[CH:9][C:10]=1[CH3:11])=[O:4]. The catalyst class is: 53. Reactant: [CH3:1][O:2][C:3]([C:5]1[C:6]([CH3:13])=[N:7][C:8]([Cl:12])=[CH:9][C:10]=1[CH3:11])=[O:4].[Br:14]N1C(=O)CCC1=O.CC(N=NC(C#N)(C)C)(C#N)C.C(O)(=O)C.